Dataset: Peptide-MHC class I binding affinity with 185,985 pairs from IEDB/IMGT. Task: Regression. Given a peptide amino acid sequence and an MHC pseudo amino acid sequence, predict their binding affinity value. This is MHC class I binding data. The peptide sequence is SSAVVDNKLK. The MHC is HLA-A03:01 with pseudo-sequence HLA-A03:01. The binding affinity (normalized) is 0.476.